From a dataset of Forward reaction prediction with 1.9M reactions from USPTO patents (1976-2016). Predict the product of the given reaction. (1) Given the reactants [Br-].[CH2:2]([N+:13]1([CH3:19])[CH2:18][CH2:17][CH2:16][CH2:15][CH2:14]1)[CH2:3][CH2:4][CH2:5][N+:6]1([CH3:12])[CH2:11][CH2:10][CH2:9][CH2:8][CH2:7]1.[Br-].[OH-:21], predict the reaction product. The product is: [OH-:21].[CH2:5]([N+:6]1([CH3:12])[CH2:7][CH2:8][CH2:9][CH2:10][CH2:11]1)[CH2:4][CH2:3][CH2:2][N+:13]1([CH3:19])[CH2:14][CH2:15][CH2:16][CH2:17][CH2:18]1.[OH-:21]. (2) Given the reactants [CH3:1][C:2]([Si:5]([C:29]1[CH:34]=[CH:33][CH:32]=[CH:31][CH:30]=1)([C:23]1[CH:28]=[CH:27][CH:26]=[CH:25][CH:24]=1)[O:6][CH2:7][CH2:8][C@@H:9]1[CH2:15][C@@H:14]2[C@@H:12]([CH2:13]2)[CH2:11][N:10]1C(OC(C)(C)C)=O)([CH3:4])[CH3:3].C(O)(C(F)(F)F)=O, predict the reaction product. The product is: [CH3:4][C:2]([Si:5]([C:29]1[CH:34]=[CH:33][CH:32]=[CH:31][CH:30]=1)([C:23]1[CH:24]=[CH:25][CH:26]=[CH:27][CH:28]=1)[O:6][CH2:7][CH2:8][C@@H:9]1[CH2:15][C@@H:14]2[C@@H:12]([CH2:13]2)[CH2:11][NH:10]1)([CH3:1])[CH3:3]. (3) Given the reactants [F:1][C:2]1[CH:7]=[CH:6][C:5]([N:8]2[C:17]3[C:12](=[CH:13][C:14]([CH:18]=C)=[CH:15][CH:16]=3)[C:11](=[O:20])[C:10]([C:21]([NH2:23])=[O:22])=[CH:9]2)=[CH:4][CH:3]=1.CC(C)=[O:26].O.I([O-])(=O)(=O)=O.[Na+], predict the reaction product. The product is: [F:1][C:2]1[CH:3]=[CH:4][C:5]([N:8]2[C:17]3[C:12](=[CH:13][C:14]([CH:18]=[O:26])=[CH:15][CH:16]=3)[C:11](=[O:20])[C:10]([C:21]([NH2:23])=[O:22])=[CH:9]2)=[CH:6][CH:7]=1. (4) The product is: [Cl:1][C:2]1[N:3]=[N:4][C:5]([C:17]([C:13]2[CH:12]=[N:11][CH:16]=[CH:15][CH:14]=2)=[O:33])=[C:6]([CH3:9])[C:7]=1[CH3:8]. Given the reactants [Cl:1][C:2]1[N:3]=[N:4][C:5](Cl)=[C:6]([CH3:9])[C:7]=1[CH3:8].[N:11]1[CH:16]=[CH:15][CH:14]=[C:13]([CH2:17]C#N)[CH:12]=1.C[Si]([N-][Si](C)(C)C)(C)C.[Na+].C1C[O:33]CC1, predict the reaction product.